The task is: Regression. Given a peptide amino acid sequence and an MHC pseudo amino acid sequence, predict their binding affinity value. This is MHC class I binding data.. This data is from Peptide-MHC class I binding affinity with 185,985 pairs from IEDB/IMGT. The peptide sequence is FRNQVKIRR. The MHC is HLA-B15:01 with pseudo-sequence HLA-B15:01. The binding affinity (normalized) is 0.0847.